From a dataset of Forward reaction prediction with 1.9M reactions from USPTO patents (1976-2016). Predict the product of the given reaction. (1) Given the reactants [CH3:1][C:2]1[CH:7]=[CH:6][C:5]([CH2:8]O)=[C:4]([C:10]([F:13])([F:12])[F:11])[CH:3]=1.P(Cl)(Cl)(Cl)(Cl)[Cl:15], predict the reaction product. The product is: [Cl:15][CH2:8][C:5]1[CH:6]=[CH:7][C:2]([CH3:1])=[CH:3][C:4]=1[C:10]([F:13])([F:12])[F:11]. (2) Given the reactants C(N(CC)CC)C.Cl.[Cl:9][C:10]1[CH:11]=[C:12]2[C:16](=[CH:17][CH:18]=1)[NH:15][CH:14]=[C:13]2[CH2:19][CH2:20][NH2:21].[Cl:22][CH2:23][C:24]1[CH:32]=[CH:31][C:27]([C:28](Cl)=[O:29])=[CH:26][CH:25]=1, predict the reaction product. The product is: [Cl:9][C:10]1[CH:11]=[C:12]2[C:16](=[CH:17][CH:18]=1)[NH:15][CH:14]=[C:13]2[CH2:19][CH2:20][NH:21][C:28](=[O:29])[C:27]1[CH:31]=[CH:32][C:24]([CH2:23][Cl:22])=[CH:25][CH:26]=1. (3) The product is: [Br-:28].[CH2:21]([N+:1]1[CH:2]=[CH:3][C:4]([CH:7]([O:9][CH:10]2[CH2:13][N:12]([C:14]([O:16][C:17]([CH3:19])([CH3:18])[CH3:20])=[O:15])[CH2:11]2)[CH3:8])=[CH:5][CH:6]=1)[C:22]1[CH:27]=[CH:26][CH:25]=[CH:24][CH:23]=1. Given the reactants [N:1]1[CH:6]=[CH:5][C:4]([CH:7]([O:9][CH:10]2[CH2:13][N:12]([C:14]([O:16][C:17]([CH3:20])([CH3:19])[CH3:18])=[O:15])[CH2:11]2)[CH3:8])=[CH:3][CH:2]=1.[CH2:21]([Br:28])[C:22]1[CH:27]=[CH:26][CH:25]=[CH:24][CH:23]=1, predict the reaction product. (4) The product is: [Cl:26][C:27]1[CH:32]=[C:31]([C:33]([F:35])([F:34])[F:36])[CH:30]=[CH:29][C:28]=1[S:37]([N:20]1[CH2:21][CH2:22][CH:17]([N:15]2[C:14](=[O:23])[C:13]([CH3:25])([CH3:24])[C:12]([C:6]3[CH:7]=[CH:8][C:9]([O:10][CH3:11])=[C:4]([O:3][CH3:2])[CH:5]=3)=[N:16]2)[CH2:18][CH2:19]1)(=[O:39])=[O:38]. Given the reactants Cl.[CH3:2][O:3][C:4]1[CH:5]=[C:6]([C:12]2[C:13]([CH3:25])([CH3:24])[C:14](=[O:23])[N:15]([CH:17]3[CH2:22][CH2:21][NH:20][CH2:19][CH2:18]3)[N:16]=2)[CH:7]=[CH:8][C:9]=1[O:10][CH3:11].[Cl:26][C:27]1[CH:32]=[C:31]([C:33]([F:36])([F:35])[F:34])[CH:30]=[CH:29][C:28]=1[S:37](Cl)(=[O:39])=[O:38], predict the reaction product.